This data is from Full USPTO retrosynthesis dataset with 1.9M reactions from patents (1976-2016). The task is: Predict the reactants needed to synthesize the given product. (1) Given the product [CH2:19]([C:29]1[CH:30]=[C:31]2[C:36](=[CH:37][CH:38]=1)[CH:35]=[C:34]([O:6][S:7]([C:10]([F:11])([F:12])[F:13])(=[O:8])=[O:9])[C:33]([S:40][CH3:41])=[CH:32]2)[CH2:20][CH2:21][CH2:22][CH2:23][CH2:24][CH2:25][CH2:26][CH2:27][CH3:28], predict the reactants needed to synthesize it. The reactants are: FC(F)(F)S([O:6][S:7]([C:10]([F:13])([F:12])[F:11])(=[O:9])=[O:8])(=O)=O.ClCCl.[CH2:19]([C:29]1[CH:30]=[C:31]2[C:36](=[CH:37][CH:38]=1)[CH:35]=[C:34](O)[C:33]([S:40][CH3:41])=[CH:32]2)[CH2:20][CH2:21][CH2:22][CH2:23][CH2:24][CH2:25][CH2:26][CH2:27][CH3:28].N1C=CC=CC=1. (2) Given the product [F:33][C:3]1[C:2]([C:37]#[C:36][C:35]([OH:39])([CH3:38])[CH3:34])=[CH:32][C:6]2[C:7]3[N:8]([C:13]([CH:19]([OH:31])[C:20]4[N:24]([CH:25]5[CH2:30][CH2:29][CH2:28][CH2:27][O:26]5)[N:23]=[CH:22][CH:21]=4)=[C:14]([C:16]([NH2:18])=[O:17])[N:15]=3)[CH:9]3[CH2:12][CH:11]([C:5]=2[CH:4]=1)[CH2:10]3, predict the reactants needed to synthesize it. The reactants are: Br[C:2]1[C:3]([F:33])=[CH:4][C:5]2[CH:11]3[CH2:12][CH:9]([CH2:10]3)[N:8]3[C:13]([CH:19]([OH:31])[C:20]4[N:24]([CH:25]5[CH2:30][CH2:29][CH2:28][CH2:27][O:26]5)[N:23]=[CH:22][CH:21]=4)=[C:14]([C:16]([NH2:18])=[O:17])[N:15]=[C:7]3[C:6]=2[CH:32]=1.[CH3:34][C:35]([OH:39])([CH3:38])[C:36]#[CH:37].C(NC(C)C)(C)C. (3) Given the product [ClH:51].[CH2:1]([O:3][C:4]([N:6]1[CH2:12][CH:11]([NH:13][CH2:25][C:26]2[CH:31]=[CH:30][CH:29]=[CH:28][CH:27]=2)[C:10]2=[N:14][C:15]([C:19]3[CH:24]=[CH:23][N:22]=[CH:21][N:20]=3)=[CH:16][C:17](=[O:18])[N:9]2[CH2:8][CH2:7]1)=[O:5])[CH3:2], predict the reactants needed to synthesize it. The reactants are: [CH2:1]([O:3][C:4]([N:6]1[CH2:12][CH:11]([NH2:13])[C:10]2=[N:14][C:15]([C:19]3[CH:24]=[CH:23][N:22]=[CH:21][N:20]=3)=[CH:16][C:17](=[O:18])[N:9]2[CH2:8][CH2:7]1)=[O:5])[CH3:2].[CH:25](=O)[C:26]1[CH:31]=[CH:30][CH:29]=[CH:28][CH:27]=1.C(O[BH-](OC(=O)C)OC(=O)C)(=O)C.[Na+].C(O)(=O)C.[Cl:51]CCl. (4) Given the product [CH3:35][C:27]1[CH:26]=[C:25]([C:23]2[CH:22]=[C:21]([C:36]([F:37])([F:38])[F:39])[N:20]=[C:19]([N:17]3[CH:18]=[C:14]([C:11]4[S:10][C:9]([S:6]([NH2:5])(=[O:8])=[O:7])=[CH:13][CH:12]=4)[N:15]=[CH:16]3)[N:24]=2)[CH:30]=[CH:29][C:28]=1[C:31]([F:34])([F:33])[F:32], predict the reactants needed to synthesize it. The reactants are: C([NH:5][S:6]([C:9]1[S:10][C:11]([C:14]2[N:15]=[CH:16][N:17]([C:19]3[N:24]=[C:23]([C:25]4[CH:30]=[CH:29][C:28]([C:31]([F:34])([F:33])[F:32])=[C:27]([CH3:35])[CH:26]=4)[CH:22]=[C:21]([C:36]([F:39])([F:38])[F:37])[N:20]=3)[CH:18]=2)=[CH:12][CH:13]=1)(=[O:8])=[O:7])(C)(C)C.C(O)(C(F)(F)F)=O.